This data is from Full USPTO retrosynthesis dataset with 1.9M reactions from patents (1976-2016). The task is: Predict the reactants needed to synthesize the given product. (1) Given the product [NH2:19][C:16]1[CH:17]=[CH:18][C:12]2[S:11][C:10]([NH:9][C:7](=[O:8])[C:6]3[CH:22]=[CH:23][C:3]([O:2][CH3:1])=[CH:4][CH:5]=3)=[N:14][C:13]=2[CH:15]=1, predict the reactants needed to synthesize it. The reactants are: [CH3:1][O:2][C:3]1[CH:23]=[CH:22][C:6]([C:7]([NH:9][C:10]2[S:11][C:12]3[CH:18]=[CH:17][C:16]([N+:19]([O-])=O)=[CH:15][C:13]=3[N:14]=2)=[O:8])=[CH:5][CH:4]=1.Cl. (2) Given the product [NH2:13][C:4]1[C:5]([CH3:12])=[C:6]([CH:11]=[C:2]([Cl:1])[CH:3]=1)[C:7]([O:9][CH3:10])=[O:8], predict the reactants needed to synthesize it. The reactants are: [Cl:1][C:2]1[CH:3]=[C:4]([N+:13]([O-])=O)[C:5]([CH3:12])=[C:6]([CH:11]=1)[C:7]([O:9][CH3:10])=[O:8]. (3) Given the product [C:20]([O:19][C:17](=[O:18])[NH:16][C@@H:4]([CH2:5][S:6][CH2:7][C:8]1[CH:9]=[CH:10][C:11]([O:14][CH3:15])=[CH:12][CH:13]=1)[CH2:3][OH:2])([CH3:23])([CH3:22])[CH3:21], predict the reactants needed to synthesize it. The reactants are: C[O:2][C:3](=O)[C@@H:4]([NH:16][C:17]([O:19][C:20]([CH3:23])([CH3:22])[CH3:21])=[O:18])[CH2:5][S:6][CH2:7][C:8]1[CH:13]=[CH:12][C:11]([O:14][CH3:15])=[CH:10][CH:9]=1.[BH4-].[Li+].O. (4) Given the product [Cl:1][C:2]1[CH:7]=[C:6]([N:19]2[CH2:24][CH2:23][O:22][CH2:21][CH2:20]2)[N:5]2[N:9]=[C:10]([C:12]3[CH:17]=[CH:16][CH:15]=[C:14]([Cl:18])[CH:13]=3)[CH:11]=[C:4]2[N:3]=1, predict the reactants needed to synthesize it. The reactants are: [Cl:1][C:2]1[CH:7]=[C:6](Cl)[N:5]2[N:9]=[C:10]([C:12]3[CH:17]=[CH:16][CH:15]=[C:14]([Cl:18])[CH:13]=3)[CH:11]=[C:4]2[N:3]=1.[NH:19]1[CH2:24][CH2:23][O:22][CH2:21][CH2:20]1. (5) Given the product [C:4]([Si:1]([O:8][CH:9]1[CH2:10][CH2:11][C:12]2[C:17](=[C:16]([N:19]=[C:27]=[S:28])[CH:15]=[CH:14][CH:13]=2)[CH2:18]1)([CH3:3])[CH3:2])([CH3:7])([CH3:6])[CH3:5], predict the reactants needed to synthesize it. The reactants are: [Si:1]([O:8][CH:9]1[CH2:18][C:17]2[C:16]([NH2:19])=[CH:15][CH:14]=[CH:13][C:12]=2[CH2:11][CH2:10]1)([C:4]([CH3:7])([CH3:6])[CH3:5])([CH3:3])[CH3:2].C1C=C(O[C:27](OC2N=CC=CC=2)=[S:28])N=CC=1.